This data is from Forward reaction prediction with 1.9M reactions from USPTO patents (1976-2016). The task is: Predict the product of the given reaction. (1) Given the reactants [NH2-].[Na+].[N:3]1[CH:8]=[CH:7][CH:6]=[CH:5][C:4]=1[CH2:9][C:10]#[N:11].Cl[CH2:13][C@@H:14]1[CH2:16][O:15]1.[Cl-].[NH4+], predict the reaction product. The product is: [OH:15][CH2:16][C@H:14]1[CH2:13][C@@:9]1([C:4]1[CH:5]=[CH:6][CH:7]=[CH:8][N:3]=1)[C:10]#[N:11]. (2) Given the reactants [Cl:1][C:2]1[CH:3]=[C:4]([C:8]2[CH:13]=[C:12]([CH3:14])[C:11]([C:15]3[C:19](=[O:20])[CH2:18][CH:17]([CH2:21][CH2:22][NH:23][C:24]([C:26]4[CH:31]=[CH:30][CH:29]=[CH:28][N:27]=4)=[O:25])[C:16]=3[O:32]C)=[C:10]([CH3:34])[CH:9]=2)[CH:5]=[CH:6][CH:7]=1.N1CCOCC1, predict the reaction product. The product is: [Cl:1][C:2]1[CH:3]=[C:4]([C:8]2[CH:9]=[C:10]([CH3:34])[C:11]([CH:15]3[C:19](=[O:20])[CH2:18][CH:17]([CH2:21][CH2:22][NH:23][C:24]([C:26]4[CH:31]=[CH:30][CH:29]=[CH:28][N:27]=4)=[O:25])[C:16]3=[O:32])=[C:12]([CH3:14])[CH:13]=2)[CH:5]=[CH:6][CH:7]=1. (3) Given the reactants C([O:4][CH2:5][C:6]1[C:7]([CH3:33])=[C:8]([C:14]2([C:30]([NH2:32])=[O:31])[CH:18]([S:19](=[O:29])(=[O:28])[NH:20][C:21]3[O:25][N:24]=[C:23]([CH3:26])[C:22]=3[Cl:27])[CH:17]=[CH:16][S:15]2)[C:9]([CH3:13])=[CH:10][C:11]=1[CH3:12])(=O)C.C[O-].[Na+], predict the reaction product. The product is: [OH:4][CH2:5][C:6]1[C:7]([CH3:33])=[C:8]([C:14]2([C:30]([NH2:32])=[O:31])[CH:18]([S:19](=[O:28])(=[O:29])[NH:20][C:21]3[O:25][N:24]=[C:23]([CH3:26])[C:22]=3[Cl:27])[CH:17]=[CH:16][S:15]2)[C:9]([CH3:13])=[CH:10][C:11]=1[CH3:12]. (4) Given the reactants [C:1]([CH:5]1[CH2:10][CH2:9][CH2:8][CH2:7][C:6]1=O)(=O)[CH2:2][CH3:3].[NH:12]([CH2:14][C:15]1[CH:24]=[CH:23][C:18]([C:19]([O:21][CH3:22])=[O:20])=[CH:17][CH:16]=1)[NH2:13].C1(C)C=CC(S(O)(=O)=O)=CC=1, predict the reaction product. The product is: [CH2:2]([C:1]1[C:5]2[CH2:10][CH2:9][CH2:8][CH2:7][C:6]=2[N:12]([CH2:14][C:15]2[CH:24]=[CH:23][C:18]([C:19]([O:21][CH3:22])=[O:20])=[CH:17][CH:16]=2)[N:13]=1)[CH3:3]. (5) The product is: [NH2:22][C:4]1[C:3]([CH3:25])=[C:2]([Cl:1])[CH:7]=[C:6]([F:8])[C:5]=1[N:9]1[C:14](=[O:15])[CH:13]=[C:12]([C:16]([F:19])([F:18])[F:17])[N:11]([CH3:20])[C:10]1=[O:21]. Given the reactants [Cl:1][C:2]1[CH:7]=[C:6]([F:8])[C:5]([N:9]2[C:14](=[O:15])[CH:13]=[C:12]([C:16]([F:19])([F:18])[F:17])[N:11]([CH3:20])[C:10]2=[O:21])=[C:4]([N+:22]([O-])=O)[C:3]=1[CH3:25].O, predict the reaction product. (6) Given the reactants Cl[C:2]1[C:3]2[N:4]([CH:23]=[CH:24][N:25]=2)[C:5]([C:16]2[CH:21]=[CH:20][C:19]([CH3:22])=[CH:18][CH:17]=2)=[C:6]([C:8]2[CH:15]=[CH:14][C:11]([C:12]#[N:13])=[CH:10][CH:9]=2)[N:7]=1.[CH3:26][NH2:27], predict the reaction product. The product is: [CH3:26][NH:27][C:2]1[C:3]2[N:4]([CH:23]=[CH:24][N:25]=2)[C:5]([C:16]2[CH:21]=[CH:20][C:19]([CH3:22])=[CH:18][CH:17]=2)=[C:6]([C:8]2[CH:9]=[CH:10][C:11]([C:12]#[N:13])=[CH:14][CH:15]=2)[N:7]=1.